This data is from Forward reaction prediction with 1.9M reactions from USPTO patents (1976-2016). The task is: Predict the product of the given reaction. (1) Given the reactants [Br:1][C:2]1[CH:3]=[N:4][N:5]([CH:7]([CH3:11])[C:8]([OH:10])=[O:9])[CH:6]=1.OS(O)(=O)=O.[CH3:17]O, predict the reaction product. The product is: [Br:1][C:2]1[CH:3]=[N:4][N:5]([CH:7]([CH3:11])[C:8]([O:10][CH3:17])=[O:9])[CH:6]=1. (2) Given the reactants [F:1][C:2]1[C:10]([C:11]([O:13][CH3:14])=[O:12])=[CH:9][CH:8]=[CH:7][C:3]=1[C:4]([OH:6])=O.[NH:15]1[CH2:20][CH2:19][CH2:18][CH2:17][CH2:16]1, predict the reaction product. The product is: [F:1][C:2]1[C:3]([C:4]([N:15]2[CH2:20][CH2:19][CH2:18][CH2:17][CH2:16]2)=[O:6])=[CH:7][CH:8]=[CH:9][C:10]=1[C:11]([O:13][CH3:14])=[O:12]. (3) Given the reactants Cl.[C:2]1([C:8]([N:10]2[CH2:15][CH2:14][NH:13][CH2:12][CH2:11]2)=[O:9])[CH:7]=[CH:6][CH:5]=[CH:4][CH:3]=1.[N:16]1([C:21]2[CH:26]=[CH:25][C:24]([S:27](Cl)(=[O:29])=[O:28])=[CH:23][CH:22]=2)[CH:20]=[CH:19][CH:18]=[N:17]1.[CH2:31](N(CC)CC)C.O1CCCC1, predict the reaction product. The product is: [CH3:31][C@H:14]1[N:13]([S:27]([C:24]2[CH:25]=[CH:26][C:21]([N:16]3[CH:20]=[CH:19][CH:18]=[N:17]3)=[CH:22][CH:23]=2)(=[O:29])=[O:28])[CH2:12][CH2:11][N:10]([C:8]([C:2]2[CH:3]=[CH:4][CH:5]=[CH:6][CH:7]=2)=[O:9])[CH2:15]1. (4) Given the reactants C([N:8]1[C:17](=[O:18])[C:16]2[C:11](=[CH:12][C:13]([O:25][C@H:26]3[CH2:30][CH2:29][O:28][CH2:27]3)=[C:14]([O:19][C@H:20]3[CH2:24][CH2:23][O:22][CH2:21]3)[CH:15]=2)[N:10]=[CH:9]1)C1C=CC=CC=1, predict the reaction product. The product is: [O:18]=[C:17]1[C:16]2[C:11](=[CH:12][C:13]([O:25][C@H:26]3[CH2:30][CH2:29][O:28][CH2:27]3)=[C:14]([O:19][C@H:20]3[CH2:24][CH2:23][O:22][CH2:21]3)[CH:15]=2)[N:10]=[CH:9][NH:8]1.